From a dataset of Catalyst prediction with 721,799 reactions and 888 catalyst types from USPTO. Predict which catalyst facilitates the given reaction. (1) Reactant: [CH3:1][C:2]1[CH:3]=[C:4]([CH:13]=[CH:14][C:15]=1[N+:16]([O-])=O)[O:5][CH2:6][C:7]1[N:12]=[CH:11][CH:10]=[CH:9][N:8]=1.[Cl-].[NH4+]. Product: [CH3:1][C:2]1[CH:3]=[C:4]([O:5][CH2:6][C:7]2[N:8]=[CH:9][CH:10]=[CH:11][N:12]=2)[CH:13]=[CH:14][C:15]=1[NH2:16]. The catalyst class is: 40. (2) The catalyst class is: 333. Reactant: Cl[C:2]1[N:10]=[C:9]([C:11]2[CH:16]=[CH:15][CH:14]=[C:13]([N+:17]([O-:19])=[O:18])[CH:12]=2)[CH:8]=[CH:7][C:3]=1[C:4]([NH2:6])=[O:5].[C:20]([O-:23])([O-])=O.[Cs+].[Cs+].[C:26]1([C:26]2[CH:31]=[CH:30][CH:29]=[CH:28][CH:27]=2)[CH:31]=[CH:30][C:29](B(O)O)=[CH:28][CH:27]=1. Product: [N+:17]([C:13]1[CH:12]=[C:11]([C:9]2[CH:8]=[CH:7][C:3]([C:4]([NH2:6])=[O:5])=[C:2]([C:26]3[CH:31]=[CH:30][C:29]([O:23][C:20]4[CH:9]=[CH:8][CH:7]=[CH:3][CH:2]=4)=[CH:28][CH:27]=3)[N:10]=2)[CH:16]=[CH:15][CH:14]=1)([O-:19])=[O:18]. (3) Reactant: [F:1][C:2]1[CH:3]=[C:4]([NH:24][C:25]([C:27]2[C:28](=[O:40])[N:29]([C:33]3[CH:38]=[CH:37][C:36]([F:39])=[CH:35][CH:34]=3)[N:30]=[CH:31][CH:32]=2)=[O:26])[CH:5]=[CH:6][C:7]=1[O:8][C:9]1[CH:14]=[CH:13][N:12]=[C:11]2[CH:15]=[C:16]([CH:18]3[CH2:23][CH2:22][NH:21][CH2:20][CH2:19]3)[S:17][C:10]=12.C=O.[BH-](OC(C)=O)(OC(C)=O)O[C:45](C)=O.[Na+]. Product: [F:1][C:2]1[CH:3]=[C:4]([NH:24][C:25]([C:27]2[C:28](=[O:40])[N:29]([C:33]3[CH:34]=[CH:35][C:36]([F:39])=[CH:37][CH:38]=3)[N:30]=[CH:31][CH:32]=2)=[O:26])[CH:5]=[CH:6][C:7]=1[O:8][C:9]1[CH:14]=[CH:13][N:12]=[C:11]2[CH:15]=[C:16]([CH:18]3[CH2:19][CH2:20][N:21]([CH3:45])[CH2:22][CH2:23]3)[S:17][C:10]=12. The catalyst class is: 1. (4) Reactant: [CH3:1][O:2][C:3]1[N:8]=[CH:7][C:6]([C:9]2[O:13][C:12]([CH3:14])=[C:11]([CH:15]([NH:20][C:21]3[CH:22]=[CH:23][C:24]([C:27]([OH:29])=O)=[N:25][CH:26]=3)[CH2:16][CH:17]([CH3:19])[CH3:18])[CH:10]=2)=[CH:5][CH:4]=1.[CH3:30][NH:31][CH2:32][CH2:33][C:34]([O:36][CH2:37][CH3:38])=[O:35].Cl.C(N=C=NCCCN(C)C)C.O.OC1C2N=NNC=2C=CC=1. Product: [CH3:1][O:2][C:3]1[N:8]=[CH:7][C:6]([C:9]2[O:13][C:12]([CH3:14])=[C:11]([CH:15]([NH:20][C:21]3[CH:22]=[CH:23][C:24]([C:27]([N:31]([CH3:30])[CH2:32][CH2:33][C:34]([O:36][CH2:37][CH3:38])=[O:35])=[O:29])=[N:25][CH:26]=3)[CH2:16][CH:17]([CH3:19])[CH3:18])[CH:10]=2)=[CH:5][CH:4]=1. The catalyst class is: 842.